Dataset: Peptide-MHC class I binding affinity with 185,985 pairs from IEDB/IMGT. Task: Regression. Given a peptide amino acid sequence and an MHC pseudo amino acid sequence, predict their binding affinity value. This is MHC class I binding data. (1) The peptide sequence is SAAAYFVGY. The MHC is HLA-A31:01 with pseudo-sequence HLA-A31:01. The binding affinity (normalized) is 0.0594. (2) The peptide sequence is CLVSGLSSL. The MHC is HLA-A24:03 with pseudo-sequence HLA-A24:03. The binding affinity (normalized) is 0.0847. (3) The peptide sequence is GTEELKSLY. The MHC is HLA-B08:01 with pseudo-sequence HLA-B08:01. The binding affinity (normalized) is 0.0847. (4) The peptide sequence is ILSDENYLLK. The MHC is HLA-A31:01 with pseudo-sequence HLA-A31:01. The binding affinity (normalized) is 0.1000. (5) The peptide sequence is EYLVSFGVWI. The MHC is HLA-A24:02 with pseudo-sequence HLA-A24:02. The binding affinity (normalized) is 0.241.